From a dataset of HIV replication inhibition screening data with 41,000+ compounds from the AIDS Antiviral Screen. Binary Classification. Given a drug SMILES string, predict its activity (active/inactive) in a high-throughput screening assay against a specified biological target. (1) The compound is CC1c2c(Cl)nc3ccccc3c2Oc2c1c(Cl)nc1ccccc21. The result is 0 (inactive). (2) The compound is CC12CC3CC(C)(C1)CC(SCCCCCNC(=N)CSSCC(=N)NCCCCCSC14CC5CC(C)(CC(C)(C5)C1)C4)(C3)C2.O=S(=O)(O)O. The result is 0 (inactive). (3) The drug is N#CCCC1(CCC#N)CCCCCCC(CCC#N)(CCC#N)C(=O)C1=O. The result is 0 (inactive). (4) The drug is N#CC(=Cc1ccc(C#N)cc1)C(=O)c1ccccc1. The result is 0 (inactive). (5) The drug is O=C(O)CCCC(=O)Nn1c(Cc2ccc(Cl)cc2)n[nH]c1=O. The result is 0 (inactive).